This data is from Full USPTO retrosynthesis dataset with 1.9M reactions from patents (1976-2016). The task is: Predict the reactants needed to synthesize the given product. (1) Given the product [NH2:1][C:2]1[N:7]=[CH:6][N:5]=[C:4]2[N:8]([CH:12]([C:14]3[CH:15]=[C:16]4[N:21]([C:22]=3[CH2:23][N:24]3[CH2:41][CH2:40][C:27]5([CH2:32][CH2:31][N:30]([C:33]([O:35][C:36]([CH3:39])([CH3:38])[CH3:37])=[O:34])[CH2:29][CH2:28]5)[CH2:26][CH2:25]3)[CH:20]=[CH:19][CH:18]=[CH:17]4)[CH3:13])[N:9]=[C:10]([C:45]3[CH:46]=[C:47]([OH:49])[CH:48]=[C:43]([F:42])[CH:44]=3)[C:3]=12, predict the reactants needed to synthesize it. The reactants are: [NH2:1][C:2]1[N:7]=[CH:6][N:5]=[C:4]2[N:8]([CH:12]([C:14]3[CH:15]=[C:16]4[N:21]([C:22]=3[CH2:23][N:24]3[CH2:41][CH2:40][C:27]5([CH2:32][CH2:31][N:30]([C:33]([O:35][C:36]([CH3:39])([CH3:38])[CH3:37])=[O:34])[CH2:29][CH2:28]5)[CH2:26][CH2:25]3)[CH:20]=[CH:19][CH:18]=[CH:17]4)[CH3:13])[N:9]=[C:10](I)[C:3]=12.[F:42][C:43]1[CH:44]=[C:45](B(O)O)[CH:46]=[C:47]([OH:49])[CH:48]=1.CCO.C([O-])([O-])=O.[Na+].[Na+]. (2) Given the product [CH3:7][O:8][C:9]([C:11]1[O:12][C:13]([CH:1]2[CH2:2][CH2:3]2)=[CH:14][CH:15]=1)=[O:10], predict the reactants needed to synthesize it. The reactants are: [CH:1]1(B(O)O)[CH2:3][CH2:2]1.[CH3:7][O:8][C:9]([C:11]1[O:12][C:13](Br)=[CH:14][CH:15]=1)=[O:10].P(C1CCCCC1)(C1CCCCC1)C1CCCCC1.[O-]P([O-])([O-])=O.[K+].[K+].[K+]. (3) Given the product [CH3:3][O:4][C:5](=[O:19])[C:6]1[CH:11]=[CH:10][C:9]([C:12]2[S:13][C:14]([CH2:17][OH:18])=[CH:15][CH:16]=2)=[CH:8][CH:7]=1, predict the reactants needed to synthesize it. The reactants are: [BH4-].[Na+].[CH3:3][O:4][C:5](=[O:19])[C:6]1[CH:11]=[CH:10][C:9]([C:12]2[S:13][C:14]([CH:17]=[O:18])=[CH:15][CH:16]=2)=[CH:8][CH:7]=1. (4) Given the product [N:1]1[CH:6]=[CH:5][N:4]=[CH:3][C:2]=1[C:7]([Cl:12])=[O:9], predict the reactants needed to synthesize it. The reactants are: [N:1]1[CH:6]=[CH:5][N:4]=[CH:3][C:2]=1[C:7]([OH:9])=O.O=S(Cl)[Cl:12]. (5) Given the product [Cl:1][C:2]1[C:7]([Cl:8])=[CH:6][N:5]=[N:4][C:3]=1[O:9][C:12](=[O:13])[N:11]([CH3:10])[C:15]1[CH:20]=[CH:19][CH:18]=[CH:17][CH:16]=1, predict the reactants needed to synthesize it. The reactants are: [Cl:1][C:2]1[C:7]([Cl:8])=[CH:6][N:5]=[N:4][C:3]=1[OH:9].[CH3:10][N:11]([C:15]1[CH:20]=[CH:19][CH:18]=[CH:17][CH:16]=1)[C:12](Cl)=[O:13].C(N(CC)CC)C. (6) Given the product [CH3:1][O:2][C:3](=[O:13])[C:4]1[CH:9]=[CH:8][C:7]([O:10][CH3:11])=[C:6]([O:12][CH2:20][CH:21]=[C:22]([CH3:23])[CH2:24][CH2:25][CH:26]=[C:27]([CH3:29])[CH3:28])[CH:5]=1, predict the reactants needed to synthesize it. The reactants are: [CH3:1][O:2][C:3](=[O:13])[C:4]1[CH:9]=[CH:8][C:7]([O:10][CH3:11])=[C:6]([OH:12])[CH:5]=1.C([O-])([O-])=O.[K+].[K+].[CH2:20](Br)/[CH:21]=[C:22](/[CH2:24][CH2:25][CH:26]=[C:27]([CH3:29])[CH3:28])\[CH3:23]. (7) The reactants are: [C:1]([N:4]1[C:9]2=[CH:10][CH:11]=[C:12]3[C:17]([N:16]=[C:15]([CH:18]([CH3:20])[CH3:19])[N:14]([C:21]4[CH:26]=[CH:25][C:24]([Cl:27])=[CH:23][CH:22]=4)[C:13]3=[O:28])=[C:8]2[C:7]([CH3:29])=[CH:6][CH2:5]1)(=[O:3])[CH3:2]. Given the product [C:1]([N:4]1[C:9]2=[CH:10][CH:11]=[C:12]3[C:17]([N:16]=[C:15]([CH:18]([CH3:20])[CH3:19])[N:14]([C:21]4[CH:22]=[CH:23][C:24]([Cl:27])=[CH:25][CH:26]=4)[C:13]3=[O:28])=[C:8]2[CH:7]([CH3:29])[CH2:6][CH2:5]1)(=[O:3])[CH3:2], predict the reactants needed to synthesize it. (8) Given the product [Cl:68][C:49]1[CH:48]=[CH:54][CH:53]=[CH:52][C:51]=1[N:16]1[C:17]2[C:22](=[CH:21][CH:20]=[CH:19][CH:18]=2)[C:14]([C:24]2[CH:25]=[C:26]([CH3:39])[C:27]([OH:31])=[C:28]([CH3:30])[CH:29]=2)([C:10]2[CH:11]=[C:12]([CH3:13])[C:7]([OH:6])=[C:8]([CH3:40])[CH:9]=2)[C:15]1=[O:23], predict the reactants needed to synthesize it. The reactants are: C([Si](C)(C)[O:6][C:7]1[C:12]([CH3:13])=[CH:11][C:10]([C:14]2([C:24]3[CH:29]=[C:28]([CH3:30])[C:27]([O:31][Si](C(C)(C)C)(C)C)=[C:26]([CH3:39])[CH:25]=3)[C:22]3[C:17](=[CH:18][CH:19]=[CH:20][CH:21]=3)[NH:16][C:15]2=[O:23])=[CH:9][C:8]=1[CH3:40])(C)(C)C.C(N([CH2:48][CH3:49])CC)C.[F-].[CH2:51]([N+]([CH2:51][CH2:52][CH2:53][CH3:54])([CH2:51][CH2:52][CH2:53][CH3:54])[CH2:51][CH2:52][CH2:53][CH3:54])[CH2:52][CH2:53][CH3:54].[ClH:68].